Predict the reactants needed to synthesize the given product. From a dataset of Full USPTO retrosynthesis dataset with 1.9M reactions from patents (1976-2016). (1) Given the product [CH2:1]=[CH:2][C:3]1[CH:8]=[CH:7][CH:6]=[CH:5][CH:4]=1.[C:9]([NH:13][C:14]([CH3:21])([CH3:20])[CH2:15][S:16]([OH:19])(=[O:17])=[O:18])(=[O:12])[CH:10]=[CH2:11], predict the reactants needed to synthesize it. The reactants are: [CH2:1]=[CH:2][C:3]1[CH:8]=[CH:7][CH:6]=[CH:5][CH:4]=1.[C:9]([NH:13][C:14]([CH3:21])([CH3:20])[CH2:15][S:16]([OH:19])(=[O:18])=[O:17])(=[O:12])[CH:10]=[CH2:11].N(C(C)(C)C(OC)=O)=NC(C)(C)C(OC)=O. (2) The reactants are: CN(C(ON1N=N[C:11]2[CH:12]=[CH:13][CH:14]=[N:15][C:10]1=2)=[N+](C)C)C.F[P-](F)(F)(F)(F)F.O1CCC[CH2:27][CH:26]1ON.CN1CC[O:37]CC1.Cl. Given the product [C:14]([NH2:15])(=[O:37])[C:13]1[CH:27]=[CH:26][CH:10]=[CH:11][CH:12]=1, predict the reactants needed to synthesize it. (3) Given the product [Cl:11][C:12]1[CH:17]=[CH:16][N:15]=[C:14]2[CH:18]=[C:19]([C:6]3[N:2]([CH3:1])[N:3]=[CH:4][CH:5]=3)[S:20][C:13]=12, predict the reactants needed to synthesize it. The reactants are: [CH3:1][N:2]1[C:6]([Sn](C)(C)C)=[CH:5][CH:4]=[N:3]1.[Cl:11][C:12]1[CH:17]=[CH:16][N:15]=[C:14]2[CH:18]=[C:19](I)[S:20][C:13]=12. (4) Given the product [CH:24]1([C:21]2[CH:22]=[CH:23][C:18]([C:16]([N:15]3[C:11]4([CH2:35][CH2:36][NH:8][CH2:9][CH2:10]4)[CH2:12][CH2:13][CH2:14]3)=[O:17])=[N:19][C:20]=2[CH2:27][C:28]2[CH:29]=[CH:30][C:31]([F:34])=[CH:32][CH:33]=2)[CH2:26][CH2:25]1, predict the reactants needed to synthesize it. The reactants are: C(OC([N:8]1[CH2:36][CH2:35][C:11]2([N:15]([C:16]([C:18]3[CH:23]=[CH:22][C:21]([CH:24]4[CH2:26][CH2:25]4)=[C:20]([CH2:27][C:28]4[CH:33]=[CH:32][C:31]([F:34])=[CH:30][CH:29]=4)[N:19]=3)=[O:17])[CH2:14][CH2:13][CH2:12]2)[CH2:10][CH2:9]1)=O)(C)(C)C.FC(F)(F)C(O)=O.C([O-])(O)=O.[Na+]. (5) The reactants are: [NH2:1][C:2]1[C:3](Cl)=[C:4]([NH:9][S:10]([CH2:13][CH2:14][CH3:15])(=[O:12])=[O:11])[CH:5]=[CH:6][C:7]=1[F:8]. Given the product [NH2:1][C:2]1[CH:3]=[C:4]([NH:9][S:10]([CH2:13][CH2:14][CH3:15])(=[O:12])=[O:11])[CH:5]=[CH:6][C:7]=1[F:8], predict the reactants needed to synthesize it. (6) Given the product [Cl:20][C:14]1[CH:15]=[CH:16][CH:17]=[C:18]([Cl:19])[C:13]=1[C:11]([N:10]1[C:6]2[CH:5]=[CH:4][N:3]=[C:2]([NH:1][C:29](=[O:30])[O:31][CH3:32])[C:7]=2[CH:8]=[CH:9]1)=[O:12], predict the reactants needed to synthesize it. The reactants are: [NH2:1][C:2]1[C:7]2[CH:8]=[CH:9][N:10]([C:11]([C:13]3[C:18]([Cl:19])=[CH:17][CH:16]=[CH:15][C:14]=3[Cl:20])=[O:12])[C:6]=2[CH:5]=[CH:4][N:3]=1.C(N(CC)CC)C.Cl[C:29]([O:31][CH3:32])=[O:30].O.